From a dataset of Reaction yield outcomes from USPTO patents with 853,638 reactions. Predict the reaction yield, written as a fraction of the theoretical maximum amount of product (1.0 means a 100% yield; for example, 0.34 means a 34% yield). (1) The reactants are [OH:1][C:2]1[C:7]([CH:8]=[O:9])=[CH:6][C:5]([O:10][CH3:11])=[N:4][CH:3]=1.Cl.Cl[CH2:14][C:15]1[C:16]([C:21]2[CH:25]=[CH:24][N:23]([CH2:26][CH2:27][C:28]([O:30][CH3:31])=[O:29])[N:22]=2)=[N:17][CH:18]=[CH:19][CH:20]=1.C([O-])([O-])=O.[K+].[K+]. The catalyst is CN(C=O)C. The product is [CH:8]([C:7]1[CH:6]=[C:5]([O:10][CH3:11])[N:4]=[CH:3][C:2]=1[O:1][CH2:14][C:15]1[C:16]([C:21]2[CH:25]=[CH:24][N:23]([CH2:26][CH2:27][C:28]([O:30][CH3:31])=[O:29])[N:22]=2)=[N:17][CH:18]=[CH:19][CH:20]=1)=[O:9]. The yield is 1.00. (2) The reactants are [O:1]=[C:2]1[C:7]2[CH:8]=[CH:9][CH:10]=[CH:11][C:6]=2[S:5][C:4]([C:12]2[N:17]=[C:16]([CH2:18][CH2:19][C:20]([N:22]3[CH2:26][CH2:25][CH2:24][CH:23]3[C:27]([O:29]C(C)(C)C)=[O:28])=[O:21])[CH:15]=[CH:14][CH:13]=2)=[N:3]1.C(OC(C)C)(C)C. The catalyst is FC(F)(F)C(O)=O. The product is [O:1]=[C:2]1[C:7]2[CH:8]=[CH:9][CH:10]=[CH:11][C:6]=2[S:5][C:4]([C:12]2[N:17]=[C:16]([CH2:18][CH2:19][C:20]([N:22]3[CH2:26][CH2:25][CH2:24][C@H:23]3[C:27]([OH:29])=[O:28])=[O:21])[CH:15]=[CH:14][CH:13]=2)=[N:3]1. The yield is 0.450. (3) The reactants are [F:1][C:2]1[CH:3]=[C:4]([CH:18]=[CH:19][C:20]=1[F:21])[O:5][C:6]1[CH:7]=[CH:8][C:9]2[N:13]=[C:12]([CH2:14][OH:15])[N:11]([CH3:16])[C:10]=2[CH:17]=1.O[C:23]1[CH:24]=[C:25]([CH:30]=[CH:31][CH:32]=1)[C:26]([O:28][CH3:29])=[O:27].C(P(CCCC)CCCC)CCC.N(C(N1CCCCC1)=O)=NC(N1CCCCC1)=O. The catalyst is ClCCl. The product is [F:1][C:2]1[CH:3]=[C:4]([CH:18]=[CH:19][C:20]=1[F:21])[O:5][C:6]1[CH:7]=[CH:8][C:9]2[N:13]=[C:12]([CH2:14][O:15][C:23]3[CH:24]=[C:25]([CH:30]=[CH:31][CH:32]=3)[C:26]([O:28][CH3:29])=[O:27])[N:11]([CH3:16])[C:10]=2[CH:17]=1. The yield is 0.800. (4) The reactants are [CH2:1]([N:8]=[C:9]([C:11]1[CH:16]=[CH:15][CH:14]=[CH:13][CH:12]=1)[CH3:10])[C:2]1[CH:7]=[CH:6][CH:5]=[CH:4][CH:3]=1.C(O[K])(C)(C)C. The catalyst is C(O)=O.CCN(CC)CC. The product is [CH2:1]([NH:8][CH:9]([C:11]1[CH:16]=[CH:15][CH:14]=[CH:13][CH:12]=1)[CH3:10])[C:2]1[CH:7]=[CH:6][CH:5]=[CH:4][CH:3]=1. The yield is 0.230. (5) The reactants are [CH2:1]([C@H:3]([NH:10][C:11]([C@@H:13]1[CH2:16][CH2:15][N:14]1[C:17]([O:19][C:20]([CH3:23])([CH3:22])[CH3:21])=[O:18])=[O:12])/[CH:4]=[CH:5]/[C:6]([O:8]C)=[O:7])[CH3:2].[Li+].[OH-]. The catalyst is C1COCC1.O. The product is [CH3:23][C:20]([O:19][C:17]([N:14]1[CH2:15][CH2:16][C@H:13]1[C:11]([NH:10][C@@H:3]([CH2:1][CH3:2])/[CH:4]=[CH:5]/[C:6]([OH:8])=[O:7])=[O:12])=[O:18])([CH3:21])[CH3:22]. The yield is 0.970. (6) The catalyst is C(O)(C(F)(F)F)=O.C(OCC)C. The reactants are [N:1]1[CH:6]=[CH:5][C:4]([C:7]2[N:12]=[C:11]([NH:13][CH:14]3[CH2:19][CH2:18][CH2:17][N:16](C(OC(C)(C)C)=O)[CH2:15]3)[C:10]([N:27]3[CH2:31][CH2:30][CH2:29][CH2:28]3)=[N:9][CH:8]=2)=[CH:3][CH:2]=1.[ClH:32]. The yield is 0.760. The product is [ClH:32].[ClH:32].[NH:16]1[CH2:17][CH2:18][CH2:19][CH:14]([NH:13][C:11]2[C:10]([N:27]3[CH2:31][CH2:30][CH2:29][CH2:28]3)=[N:9][CH:8]=[C:7]([C:4]3[CH:3]=[CH:2][N:1]=[CH:6][CH:5]=3)[N:12]=2)[CH2:15]1. (7) The reactants are [Cl:1][C:2]1[CH:23]=[C:22]([Cl:24])[CH:21]=[CH:20][C:3]=1[O:4][CH2:5][C:6]1[CH:7]=[C:8]([CH2:16][CH2:17][CH2:18][OH:19])[CH:9]=[C:10]([O:12][CH:13]([CH3:15])[CH3:14])[CH:11]=1.[CH2:25]([N:27]1[C:31]([CH2:32][CH2:33][C:34]([O:36]CC)=[O:35])=[CH:30][C:29](O)=[N:28]1)[CH3:26].C(P(CCCC)CCCC)CCC.N(C(N1CCCCC1)=O)=NC(N1CCCCC1)=O.O1CCCC1CCO.[OH-].[Na+].Cl. The catalyst is O1CCCC1. The product is [Cl:1][C:2]1[CH:23]=[C:22]([Cl:24])[CH:21]=[CH:20][C:3]=1[O:4][CH2:5][C:6]1[CH:7]=[C:8]([CH2:16][CH2:17][CH2:18][O:19][C:29]2[CH:30]=[C:31]([CH2:32][CH2:33][C:34]([OH:36])=[O:35])[N:27]([CH2:25][CH3:26])[N:28]=2)[CH:9]=[C:10]([O:12][CH:13]([CH3:15])[CH3:14])[CH:11]=1. The yield is 0.450.